From a dataset of Full USPTO retrosynthesis dataset with 1.9M reactions from patents (1976-2016). Predict the reactants needed to synthesize the given product. (1) Given the product [N+:25]([C:21]1[CH:22]=[CH:24][C:18]([O:17][C:16]2[CH:28]=[CH:29][C:13]([NH2:12])=[CH:14][CH:15]=2)=[CH:19][CH:20]=1)([O-:27])=[O:26], predict the reactants needed to synthesize it. The reactants are: [O-]S(S([O-])=O)=O.[Na+].[Na+].C([NH:12][C:13]1[CH:29]=[CH:28][C:16]([O:17][C:18]2[CH:19]=[CH:20][C:21]([N+:25]([O-:27])=[O:26])=[C:22]([CH:24]=2)N)=[CH:15][CH:14]=1)(=O)C. (2) Given the product [I:1][C:2]1[CH:11]=[C:10]([O:12][CH3:13])[C:9]([I:14])=[CH:8][C:3]=1[O:4][C:5](=[CH:15][CH3:16])[C:6]#[N:7], predict the reactants needed to synthesize it. The reactants are: [I:1][C:2]1[CH:11]=[C:10]([O:12][CH3:13])[C:9]([I:14])=[CH:8][C:3]=1[O:4][CH2:5][C:6]#[N:7].[C:15](OC(N(C)C)N(C)C)(C)(C)[CH3:16]. (3) Given the product [CH3:12][C@H:13]1[NH:14][C@@H:15]([CH3:19])[CH2:16][N:17]([CH2:8][C:7]2[CH:10]=[CH:11][C:4]([C:1](=[O:3])[CH3:2])=[CH:5][CH:6]=2)[CH2:18]1, predict the reactants needed to synthesize it. The reactants are: [C:1]([C:4]1[CH:11]=[CH:10][C:7]([CH:8]=O)=[CH:6][CH:5]=1)(=[O:3])[CH3:2].[CH3:12][C@H:13]1[CH2:18][NH:17][CH2:16][C@@H:15]([CH3:19])[NH:14]1.